From a dataset of NCI-60 drug combinations with 297,098 pairs across 59 cell lines. Regression. Given two drug SMILES strings and cell line genomic features, predict the synergy score measuring deviation from expected non-interaction effect. (1) Drug 1: C1=CC=C(C(=C1)C(C2=CC=C(C=C2)Cl)C(Cl)Cl)Cl. Drug 2: C1CC(=O)NC(=O)C1N2C(=O)C3=CC=CC=C3C2=O. Cell line: SF-539. Synergy scores: CSS=-2.33, Synergy_ZIP=-0.416, Synergy_Bliss=-4.27, Synergy_Loewe=-3.32, Synergy_HSA=-5.06. (2) Drug 1: C1=CN(C(=O)N=C1N)C2C(C(C(O2)CO)O)O.Cl. Drug 2: CC(C)CN1C=NC2=C1C3=CC=CC=C3N=C2N. Cell line: PC-3. Synergy scores: CSS=24.6, Synergy_ZIP=2.96, Synergy_Bliss=5.01, Synergy_Loewe=1.43, Synergy_HSA=3.69. (3) Drug 1: C1C(C(OC1N2C=NC3=C(N=C(N=C32)Cl)N)CO)O. Drug 2: CC1C(C(CC(O1)OC2CC(CC3=C2C(=C4C(=C3O)C(=O)C5=CC=CC=C5C4=O)O)(C(=O)C)O)N)O. Cell line: SF-539. Synergy scores: CSS=51.1, Synergy_ZIP=0.358, Synergy_Bliss=1.57, Synergy_Loewe=4.02, Synergy_HSA=4.57. (4) Drug 1: CN1CCC(CC1)COC2=C(C=C3C(=C2)N=CN=C3NC4=C(C=C(C=C4)Br)F)OC. Drug 2: COCCOC1=C(C=C2C(=C1)C(=NC=N2)NC3=CC=CC(=C3)C#C)OCCOC.Cl. Cell line: MOLT-4. Synergy scores: CSS=19.1, Synergy_ZIP=3.85, Synergy_Bliss=8.32, Synergy_Loewe=0.123, Synergy_HSA=6.60. (5) Drug 1: C1=C(C(=O)NC(=O)N1)N(CCCl)CCCl. Drug 2: C1=CC(=CC=C1C#N)C(C2=CC=C(C=C2)C#N)N3C=NC=N3. Cell line: CCRF-CEM. Synergy scores: CSS=50.8, Synergy_ZIP=0.323, Synergy_Bliss=1.98, Synergy_Loewe=-2.98, Synergy_HSA=2.30. (6) Drug 1: CN(C)C1=NC(=NC(=N1)N(C)C)N(C)C. Drug 2: CC1C(C(CC(O1)OC2CC(CC3=C2C(=C4C(=C3O)C(=O)C5=C(C4=O)C(=CC=C5)OC)O)(C(=O)CO)O)N)O.Cl. Cell line: MDA-MB-231. Synergy scores: CSS=34.7, Synergy_ZIP=-2.87, Synergy_Bliss=-5.04, Synergy_Loewe=-24.0, Synergy_HSA=-3.06. (7) Drug 1: C1=NC2=C(N=C(N=C2N1C3C(C(C(O3)CO)O)F)Cl)N. Drug 2: N.N.Cl[Pt+2]Cl. Cell line: HCC-2998. Synergy scores: CSS=47.7, Synergy_ZIP=-2.76, Synergy_Bliss=-4.89, Synergy_Loewe=-5.14, Synergy_HSA=0.995. (8) Synergy scores: CSS=3.71, Synergy_ZIP=-3.40, Synergy_Bliss=-4.50, Synergy_Loewe=-12.5, Synergy_HSA=-8.70. Drug 1: CCC(=C(C1=CC=CC=C1)C2=CC=C(C=C2)OCCN(C)C)C3=CC=CC=C3.C(C(=O)O)C(CC(=O)O)(C(=O)O)O. Drug 2: CN1C(=O)N2C=NC(=C2N=N1)C(=O)N. Cell line: T-47D.